This data is from Full USPTO retrosynthesis dataset with 1.9M reactions from patents (1976-2016). The task is: Predict the reactants needed to synthesize the given product. (1) Given the product [CH3:11][CH:12]([CH3:48])[CH2:13][C@H:14]([NH:35][C:36]([C:38]1[O:39][C:40]2[CH:46]=[CH:45][C:44]([OH:47])=[CH:43][C:41]=2[CH:42]=1)=[O:37])[C:15](=[O:34])[NH:16][CH:17]1[CH2:23][CH2:22][CH2:21][N:20]([S:24]([C:27]2[N:28]=[CH:29][N:30]([CH3:32])[CH:31]=2)(=[O:25])=[O:26])[CH2:19][C:18]1=[O:33], predict the reactants needed to synthesize it. The reactants are: C(Cl)(=O)C(Cl)=O.CS(C)=O.[CH3:11][CH:12]([CH3:48])[CH2:13][C@H:14]([NH:35][C:36]([C:38]1[O:39][C:40]2[CH:46]=[CH:45][C:44]([OH:47])=[CH:43][C:41]=2[CH:42]=1)=[O:37])[C:15](=[O:34])[NH:16][CH:17]1[CH2:23][CH2:22][CH2:21][N:20]([S:24]([C:27]2[N:28]=[CH:29][N:30]([CH3:32])[CH:31]=2)(=[O:26])=[O:25])[CH2:19][CH:18]1[OH:33].CCN(CC)CC. (2) Given the product [NH:23]1[C:24]2[C:20](=[C:19]([NH:18][C:2]3[CH:7]=[C:6]([C:8]([F:11])([F:10])[F:9])[N:5]=[C:4]([C:12]4[CH:13]=[N:14][CH:15]=[CH:16][CH:17]=4)[N:3]=3)[CH:27]=[CH:26][CH:25]=2)[CH:21]=[CH:22]1, predict the reactants needed to synthesize it. The reactants are: Cl[C:2]1[CH:7]=[C:6]([C:8]([F:11])([F:10])[F:9])[N:5]=[C:4]([C:12]2[CH:13]=[N:14][CH:15]=[CH:16][CH:17]=2)[N:3]=1.[NH2:18][C:19]1[CH:27]=[CH:26][CH:25]=[C:24]2[C:20]=1[CH:21]=[CH:22][NH:23]2. (3) Given the product [N+:24]([C:16]1[CH:15]=[CH:14][C:13]2[N:12]3[CH2:8][CH2:9][CH2:10][C:11]3=[CH:19][C:18]=2[C:17]=1[C:20]([O:22][CH3:23])=[O:21])([O-:26])=[O:25], predict the reactants needed to synthesize it. The reactants are: [H-].[Na+].CS(O[CH2:8][CH2:9][CH2:10][C:11]1[NH:12][C:13]2[CH:14]=[CH:15][C:16]([N+:24]([O-:26])=[O:25])=[C:17]([C:20]([O:22][CH3:23])=[O:21])[C:18]=2[CH:19]=1)(=O)=O. (4) Given the product [NH2:27][C@H:13]1[CH2:12][O:11][CH2:10][C@H:9]([O:8][CH2:1][C:2]2[CH:7]=[CH:6][CH:5]=[CH:4][CH:3]=2)[C@@H:17]([O:18][CH2:19][C:20]2[CH:25]=[CH:24][CH:23]=[CH:22][CH:21]=2)[CH2:16][O:15][C:14]1=[O:26], predict the reactants needed to synthesize it. The reactants are: [CH2:1]([O:8][C@@H:9]1[C@@H:17]([O:18][CH2:19][C:20]2[CH:25]=[CH:24][CH:23]=[CH:22][CH:21]=2)[CH2:16][O:15][C:14](=[O:26])[C@@H:13]([NH:27]C(=O)OCC2C=CC=CC=2)[CH2:12][O:11][CH2:10]1)[C:2]1[CH:7]=[CH:6][CH:5]=[CH:4][CH:3]=1.CCOC(C)=O.N.C(O)C. (5) Given the product [CH3:41][O:40][C:38]([C:37]1[CH:36]=[CH:35][C:34]([C:2]2[CH:7]=[CH:6][C:5]([CH:8]([CH3:26])[C:9]([OH:14])([C:15]3[CH:16]=[CH:17][C:18]4[O:22][C:21](=[O:23])[N:20]([CH3:24])[C:19]=4[CH:25]=3)[C:10]([F:12])([F:13])[F:11])=[C:4]([C:27]([F:29])([F:30])[F:28])[CH:3]=2)=[CH:33][C:32]=1[F:31])=[O:39], predict the reactants needed to synthesize it. The reactants are: Br[C:2]1[CH:7]=[CH:6][C:5]([CH:8]([CH3:26])[C:9]([C:15]2[CH:16]=[CH:17][C:18]3[O:22][C:21](=[O:23])[N:20]([CH3:24])[C:19]=3[CH:25]=2)([OH:14])[C:10]([F:13])([F:12])[F:11])=[C:4]([C:27]([F:30])([F:29])[F:28])[CH:3]=1.[F:31][C:32]1[CH:33]=[C:34](B(O)O)[CH:35]=[CH:36][C:37]=1[C:38]([O:40][CH3:41])=[O:39]. (6) Given the product [F:25][C:26]1[CH:27]=[C:28]([NH:32][C:33]([NH:21][C:20]2[CH:22]=[CH:23][CH:24]=[C:18]([O:17][C:13]3[CH:14]=[C:15]4[C:10](=[CH:11][CH:12]=3)[N:9]=[CH:8][C:7]([N:4]3[CH2:5][CH2:6][O:1][CH2:2][CH2:3]3)=[N:16]4)[CH:19]=2)=[O:34])[CH:29]=[CH:30][CH:31]=1, predict the reactants needed to synthesize it. The reactants are: [O:1]1[CH2:6][CH2:5][N:4]([C:7]2[CH:8]=[N:9][C:10]3[C:15]([N:16]=2)=[CH:14][C:13]([O:17][C:18]2[CH:19]=[C:20]([CH:22]=[CH:23][CH:24]=2)[NH2:21])=[CH:12][CH:11]=3)[CH2:3][CH2:2]1.[F:25][C:26]1[CH:31]=[CH:30][CH:29]=[C:28]([N:32]=[C:33]=[O:34])[CH:27]=1. (7) Given the product [Cl:75][C:74]1[CH:73]=[CH:72][CH:71]=[C:70]([Cl:76])[C:69]=1[C:62]1[C:61]([CH2:60][O:30][C:27]2[CH:26]=[CH:25][C:24]([C:2]3[CH:11]=[C:10]4[C:5]([CH:6]=[C:7]([C:12]([O:14][CH3:15])=[O:13])[CH:8]=[N:9]4)=[CH:4][CH:3]=3)=[CH:29][CH:28]=2)=[C:65]([CH:66]([CH3:68])[CH3:67])[O:64][N:63]=1, predict the reactants needed to synthesize it. The reactants are: Br[C:2]1[CH:11]=[C:10]2[C:5]([CH:6]=[C:7]([C:12]([O:14][CH3:15])=[O:13])[CH:8]=[N:9]2)=[CH:4][CH:3]=1.CC1(C)C(C)(C)OB([C:24]2[CH:29]=[CH:28][C:27]([OH:30])=[CH:26][CH:25]=2)O1.C1(P(C2C=CC=CC=2)C2C=CC=CC=2)C=CC=CC=1.[O-]P([O-])([O-])=O.[K+].[K+].[K+].Cl[CH2:60][C:61]1[C:62]([C:69]2[C:74]([Cl:75])=[CH:73][CH:72]=[CH:71][C:70]=2[Cl:76])=[N:63][O:64][C:65]=1[CH:66]([CH3:68])[CH3:67].C([O-])([O-])=O.[K+].[K+].